From a dataset of Reaction yield outcomes from USPTO patents with 853,638 reactions. Predict the reaction yield, written as a fraction of the theoretical maximum amount of product (1.0 means a 100% yield; for example, 0.34 means a 34% yield). (1) The product is [CH2:23]([O:25][C:6]([C:8]1[CH:13]=[C:12]([CH2:14][OH:15])[CH:11]=[CH:10][N:9]=1)=[O:18])[CH3:24]. The yield is 0.160. No catalyst specified. The reactants are C[Si](Cl)(C)C.[C:6]([C:8]1[CH:13]=[C:12]([CH2:14][OH:15])[CH:11]=[CH:10][N:9]=1)#N.O.C(=O)([O-])[O-:18].[Na+].[Na+].[CH2:23]([OH:25])[CH3:24]. (2) The yield is 0.524. The product is [CH:1]1([C:7]2[NH:24][C:10]3=[N:11][CH:12]=[C:13]([C:26]4[CH:31]=[N:30][C:29]([S:32]([CH3:35])(=[O:33])=[O:34])=[CH:28][C:27]=4[CH3:36])[CH:14]=[C:9]3[CH:8]=2)[CH2:2][CH2:3][CH2:4][CH2:5][CH2:6]1. The catalyst is O1CCOCC1.O.C1C=CC(P(C2C=CC=CC=2)[C-]2C=CC=C2)=CC=1.C1C=CC(P(C2C=CC=CC=2)[C-]2C=CC=C2)=CC=1.Cl[Pd]Cl.[Fe+2]. The reactants are [CH:1]1([C:7]2[NH:24][C:10]3=[N:11][CH:12]=[C:13](B4OC(C)(C)C(C)(C)O4)[CH:14]=[C:9]3[CH:8]=2)[CH2:6][CH2:5][CH2:4][CH2:3][CH2:2]1.Br[C:26]1[C:27]([CH3:36])=[CH:28][C:29]([S:32]([CH3:35])(=[O:34])=[O:33])=[N:30][CH:31]=1.C(=O)([O-])[O-].[K+].[K+]. (3) The reactants are [Cl:1][C:2]1[CH:7]=[C:6]([NH:8][C:9](=[O:15])[O:10][C:11]([CH3:14])([CH3:13])[CH3:12])[CH:5]=[CH:4][N:3]=1.Br[CH2:17][C:18]([O:20][CH2:21][CH3:22])=[O:19].C(=O)([O-])[O-].[K+].[K+]. The catalyst is CN(C)C=O. The product is [C:11]([O:10][C:9]([N:8]([C:6]1[CH:5]=[CH:4][N:3]=[C:2]([Cl:1])[CH:7]=1)[CH2:17][C:18]([O:20][CH2:21][CH3:22])=[O:19])=[O:15])([CH3:12])([CH3:14])[CH3:13]. The yield is 0.920. (4) The catalyst is CS(C)=O.O. The product is [Br:1][C:2]1[CH:3]=[CH:4][C:5]([Cl:25])=[C:6]([C:8]2[C:17]3[C:12](=[CH:13][CH:14]=[CH:15][CH:16]=3)[C:11]([C@H:2]([CH3:3])[CH2:7][CH3:6])=[C:10]([C:28]([NH:27][CH3:26])=[O:29])[N:9]=2)[CH:7]=1. The reactants are [Br:1][C:2]1[CH:3]=[CH:4][C:5]([Cl:25])=[C:6]([C:8]2[C:17]3[C:12](=[CH:13][CH:14]=[CH:15][CH:16]=3)[CH:11]=[C:10](C(N[C@H](C)CC)=O)[N:9]=2)[CH:7]=1.[CH3:26][N:27](C)[CH:28]=[O:29].[H-].[Na+].CI. The yield is 0.970.